Predict the product of the given reaction. From a dataset of Forward reaction prediction with 1.9M reactions from USPTO patents (1976-2016). (1) The product is: [F:1][C:2]1[C:3]([F:14])=[C:4]([O:16][CH3:15])[C:5]([F:12])=[C:6]([F:11])[C:7]=1[N+:8]([O-:10])=[O:9]. Given the reactants [F:1][C:2]1[C:7]([N+:8]([O-:10])=[O:9])=[C:6]([F:11])[C:5]([F:12])=[C:4](F)[C:3]=1[F:14].[CH3:15][O-:16].[Na+], predict the reaction product. (2) Given the reactants [C:1]([O:5][C:6]([N:8]([C@@H:14]1[C:22]2[C:17](=[C:18]([C:23]3[S:27][C:26]([C:28]4[CH:33]=[CH:32][C:31]([O:34][CH:35]([CH3:37])[CH3:36])=[C:30]([C:38]#[N:39])[CH:29]=4)=[N:25][CH:24]=3)[CH:19]=[CH:20][CH:21]=2)[CH2:16][CH2:15]1)[CH2:9][C:10]([O:12]C)=[O:11])=[O:7])([CH3:4])([CH3:3])[CH3:2].[OH-].[Na+], predict the reaction product. The product is: [C:1]([O:5][C:6]([N:8]([C@@H:14]1[C:22]2[C:17](=[C:18]([C:23]3[S:27][C:26]([C:28]4[CH:33]=[CH:32][C:31]([O:34][CH:35]([CH3:36])[CH3:37])=[C:30]([C:38]#[N:39])[CH:29]=4)=[N:25][CH:24]=3)[CH:19]=[CH:20][CH:21]=2)[CH2:16][CH2:15]1)[CH2:9][C:10]([OH:12])=[O:11])=[O:7])([CH3:3])([CH3:2])[CH3:4]. (3) Given the reactants Br[C:2]1[CH:10]=[CH:9][CH:8]=[C:7]2[C:3]=1[CH:4]=[C:5]([C:11]([OH:13])=O)[NH:6]2.Cl.Cl.Cl.[N:17]1([CH2:24][CH2:25][N:26]2[CH2:31][CH2:30][CH:29]([NH2:32])[CH2:28][CH2:27]2)[CH2:23][CH2:22][CH2:21][CH2:20][CH2:19][CH2:18]1.CCN(C(C)C)C(C)C.CN(C(ON1N=N[C:52]2[CH:53]=[CH:54][CH:55]=[CH:56][C:51]1=2)=[N+](C)C)C.[B-](F)(F)(F)F, predict the reaction product. The product is: [N:17]1([CH2:24][CH2:25][N:26]2[CH2:27][CH2:28][CH:29]([NH:32][C:11]([C:5]3[NH:6][C:7]4[C:3]([CH:4]=3)=[C:2]([C:51]3[CH:56]=[CH:55][CH:54]=[CH:53][CH:52]=3)[CH:10]=[CH:9][CH:8]=4)=[O:13])[CH2:30][CH2:31]2)[CH2:23][CH2:22][CH2:21][CH2:20][CH2:19][CH2:18]1. (4) Given the reactants [O:1]=[S:2]1(=[O:17])[CH2:6][CH2:5][CH2:4][N:3]1[C:7]1[N:12]=[CH:11][C:10]([C:13]([O:15]C)=O)=[CH:9][N:8]=1.[CH3:18][C:19]1[C:20]([N:26]2[CH2:31][CH2:30][NH:29][CH2:28][CH2:27]2)=[N:21][CH:22]=[C:23]([CH3:25])[CH:24]=1, predict the reaction product. The product is: [CH3:18][C:19]1[C:20]([N:26]2[CH2:27][CH2:28][N:29]([C:13]([C:10]3[CH:11]=[N:12][C:7]([N:3]4[CH2:4][CH2:5][CH2:6][S:2]4(=[O:1])=[O:17])=[N:8][CH:9]=3)=[O:15])[CH2:30][CH2:31]2)=[N:21][CH:22]=[C:23]([CH3:25])[CH:24]=1. (5) Given the reactants [F:1][C:2]1[CH:11]=[CH:10][C:9]([O:12][CH2:13][CH2:14][CH3:15])=[C:8]2[C:3]=1[C:4](=[O:28])[C:5]([C:20]1[CH:25]=[CH:24][C:23]([O:26][CH3:27])=[CH:22][CH:21]=1)=[CH:6][N:7]2[CH2:16][CH2:17][CH:18]=[O:19].Cl([O-])=[O:30].[Na+].CC(=CC)C.[Na].O.O.P(O)(O)(O)=O, predict the reaction product. The product is: [F:1][C:2]1[CH:11]=[CH:10][C:9]([O:12][CH2:13][CH2:14][CH3:15])=[C:8]2[C:3]=1[C:4](=[O:28])[C:5]([C:20]1[CH:21]=[CH:22][C:23]([O:26][CH3:27])=[CH:24][CH:25]=1)=[CH:6][N:7]2[CH2:16][CH2:17][C:18]([OH:30])=[O:19]. (6) Given the reactants Cl[C:2]1[C:11]2[C:6](=[C:7]([C:12]([NH:14][C:15]3[C:20]([Cl:21])=[CH:19][CH:18]=[C:17]([NH:22][S:23]([CH2:26][CH2:27][CH2:28][F:29])(=[O:25])=[O:24])[C:16]=3[Cl:30])=[O:13])[CH:8]=[CH:9][CH:10]=2)[N:5]=[CH:4][N:3]=1.[CH3:31][Al](C)C, predict the reaction product. The product is: [Cl:30][C:16]1[C:17]([NH:22][S:23]([CH2:26][CH2:27][CH2:28][F:29])(=[O:25])=[O:24])=[CH:18][CH:19]=[C:20]([Cl:21])[C:15]=1[NH:14][C:12]([C:7]1[CH:8]=[CH:9][CH:10]=[C:11]2[C:6]=1[N:5]=[CH:4][N:3]=[C:2]2[CH3:31])=[O:13].